From a dataset of Forward reaction prediction with 1.9M reactions from USPTO patents (1976-2016). Predict the product of the given reaction. (1) Given the reactants [F:1][C:2]1[CH:3]=[N:4][CH:5]=[CH:6][C:7]=1/[CH:8]=[C:9]1/[C:10](=[O:23])[C:11]2[C:16]([CH2:17][CH2:18]/1)=[CH:15][C:14]([O:19][CH3:20])=[C:13]([O:21][CH3:22])[CH:12]=2, predict the reaction product. The product is: [F:1][C:2]1[CH:3]=[N:4][CH:5]=[CH:6][C:7]=1[CH2:8][CH:9]1[CH2:18][CH2:17][C:16]2[C:11](=[CH:12][C:13]([O:21][CH3:22])=[C:14]([O:19][CH3:20])[CH:15]=2)[C:10]1=[O:23]. (2) Given the reactants [NH2:1][C:2]1[C:3]([NH:12][C@@H:13]2[CH2:18][CH2:17][C@H:16]([C:19]([NH:21][CH:22]([CH3:24])[CH3:23])=[O:20])[CH2:15][CH2:14]2)=[CH:4][C:5]([S:8]([CH3:11])(=[O:10])=[O:9])=[N:6][CH:7]=1.[F:25][C:26]1[CH:36]=[CH:35][C:29]([C:30]([N:32]=[C:33]=S)=[O:31])=[CH:28][CH:27]=1.CCN(C(C)C)C(C)C.C(Cl)CCl, predict the reaction product. The product is: [F:25][C:26]1[CH:27]=[CH:28][C:29]([C:30](/[N:32]=[C:33]2/[N:12]([C@H:13]3[CH2:14][CH2:15][C@@H:16]([C:19](=[O:20])[NH:21][CH:22]([CH3:24])[CH3:23])[CH2:17][CH2:18]3)[C:3]3[CH:4]=[C:5]([S:8]([CH3:11])(=[O:9])=[O:10])[N:6]=[CH:7][C:2]=3[NH:1]/2)=[O:31])=[CH:35][CH:36]=1.